Task: Predict the reactants needed to synthesize the given product.. Dataset: Full USPTO retrosynthesis dataset with 1.9M reactions from patents (1976-2016) (1) Given the product [OH:47][CH2:46][C:27]1[C:28]([N:32]2[C:44](=[O:45])[C:43]3[S:42][C:41]4[CH2:40][CH2:39][CH2:38][CH2:37][C:36]=4[C:35]=3[CH:34]=[N:33]2)=[N:29][CH:30]=[CH:31][C:26]=1[C:4]1[CH:5]=[C:6]([NH:9][C:10]2[CH:15]=[CH:14][C:13]([N:16]3[CH2:17][CH2:18][N:19]([CH:22]4[CH2:25][O:24][CH2:23]4)[CH2:20][CH2:21]3)=[CH:12][N:11]=2)[C:7](=[O:8])[N:2]([CH3:1])[CH:3]=1, predict the reactants needed to synthesize it. The reactants are: [CH3:1][N:2]1[C:7](=[O:8])[C:6]([NH:9][C:10]2[CH:15]=[CH:14][C:13]([N:16]3[CH2:21][CH2:20][N:19]([CH:22]4[CH2:25][O:24][CH2:23]4)[CH2:18][CH2:17]3)=[CH:12][N:11]=2)=[CH:5][C:4]([C:26]2[CH:31]=[CH:30][N:29]=[C:28]([N:32]3[C:44](=[O:45])[C:43]4[S:42][C:41]5[CH2:40][CH2:39][CH2:38][CH2:37][C:36]=5[C:35]=4[CH:34]=[N:33]3)[C:27]=2[CH:46]=[O:47])=[CH:3]1.[BH4-].[Na+]. (2) Given the product [Br:1][C:2]1[CH:7]=[CH:6][C:5]([CH:8]([F:22])[CH:10]2[CH2:14][CH2:13][N:12]([CH3:15])[CH2:11]2)=[CH:4][CH:3]=1, predict the reactants needed to synthesize it. The reactants are: [Br:1][C:2]1[CH:7]=[CH:6][C:5]([CH:8]([CH:10]2[CH2:14][CH2:13][N:12]([CH3:15])[CH2:11]2)O)=[CH:4][CH:3]=1.CCN(S(F)(F)[F:22])CC. (3) Given the product [F:1][C:2]1[CH:3]=[CH:4][C:5]([CH:6]([OH:10])[CH2:7][OH:8])=[CH:11][CH:12]=1, predict the reactants needed to synthesize it. The reactants are: [F:1][C:2]1[CH:12]=[CH:11][C:5]([CH:6]([OH:10])[C:7](O)=[O:8])=[CH:4][CH:3]=1.[H-].[Al+3].[Li+].[H-].[H-].[H-]. (4) The reactants are: CC1(C)CO[C:5]2([C:13]3[C:8](=[CH:9][CH:10]=[C:11]([N:14]([CH2:19][CH2:20][N:21]4[CH2:26][CH2:25][O:24][CH2:23][CH2:22]4)[S:15]([CH3:18])(=[O:17])=[O:16])[CH:12]=3)[N:7]([CH2:27][C:28]([O:30]C)=[O:29])[C:6]2=[O:32])[O:4]C1.[C:36]([OH:42])([C:38]([F:41])([F:40])[F:39])=[O:37]. Given the product [F:39][C:38]([F:41])([F:40])[C:36]([OH:42])=[O:37].[O:24]1[CH2:25][CH2:26][N:21]([CH2:20][CH2:19][N:14]([C:11]2[CH:12]=[C:13]3[C:8](=[CH:9][CH:10]=2)[N:7]([CH2:27][C:28]([OH:30])=[O:29])[C:6](=[O:32])[C:5]3=[O:4])[S:15]([CH3:18])(=[O:17])=[O:16])[CH2:22][CH2:23]1, predict the reactants needed to synthesize it.